Dataset: Full USPTO retrosynthesis dataset with 1.9M reactions from patents (1976-2016). Task: Predict the reactants needed to synthesize the given product. The reactants are: [Cl:1][C:2]1[CH:7]=[CH:6][C:5]([NH:8][C:9]2[CH:14]=[CH:13][N:12]3[N:15]=[CH:16][C:17]([CH:18]=O)=[C:11]3[N:10]=2)=[CH:4][CH:3]=1.[NH:20]1[CH2:26][C:24](=[O:25])[NH:23][C:21]1=[O:22].N1CCCCC1. Given the product [Cl:1][C:2]1[CH:3]=[CH:4][C:5]([NH:8][C:9]2[CH:14]=[CH:13][N:12]3[N:15]=[CH:16][C:17]([CH:18]=[C:26]4[NH:20][C:21](=[O:22])[NH:23][C:24]4=[O:25])=[C:11]3[N:10]=2)=[CH:6][CH:7]=1, predict the reactants needed to synthesize it.